From a dataset of Full USPTO retrosynthesis dataset with 1.9M reactions from patents (1976-2016). Predict the reactants needed to synthesize the given product. (1) Given the product [Cl:1][C:2]1[C:3]([O:30][C:31]2[CH:36]=[CH:35][N:34]=[C:33]([N:38]3[CH2:43][CH2:42][O:41][CH2:40][CH2:39]3)[N:32]=2)=[C:4]([CH:26]=[C:27]([F:29])[CH:28]=1)[CH2:5][NH:6][C:7]([NH:9][C:10]1[N:14]([C:15]2[CH:16]=[CH:17][C:18]([CH3:21])=[CH:19][CH:20]=2)[N:13]=[C:12]([C:22]([CH3:25])([CH3:24])[CH3:23])[CH:11]=1)=[O:8], predict the reactants needed to synthesize it. The reactants are: [Cl:1][C:2]1[C:3]([O:30][C:31]2[CH:36]=[CH:35][N:34]=[C:33](Cl)[N:32]=2)=[C:4]([CH:26]=[C:27]([F:29])[CH:28]=1)[CH2:5][NH:6][C:7]([NH:9][C:10]1[N:14]([C:15]2[CH:20]=[CH:19][C:18]([CH3:21])=[CH:17][CH:16]=2)[N:13]=[C:12]([C:22]([CH3:25])([CH3:24])[CH3:23])[CH:11]=1)=[O:8].[NH:38]1[CH2:43][CH2:42][O:41][CH2:40][CH2:39]1. (2) Given the product [NH2:11][C:9]1[C:10]2=[C:2]([C:25]3[C:24]([F:36])=[CH:23][C:22]([NH:37][C:38]([NH:40][C:41]4[CH:46]=[C:45]([C:47]([F:48])([F:49])[F:50])[CH:44]=[CH:43][C:42]=4[F:51])=[O:39])=[C:21]([F:20])[CH:26]=3)[C:3]([CH3:19])=[C:4]([CH2:12][N:13]3[CH2:18][CH2:17][O:16][CH2:15][CH2:14]3)[N:5]2[N:6]=[CH:7][N:8]=1, predict the reactants needed to synthesize it. The reactants are: Br[C:2]1[C:3]([CH3:19])=[C:4]([CH2:12][N:13]2[CH2:18][CH2:17][O:16][CH2:15][CH2:14]2)[N:5]2[C:10]=1[C:9]([NH2:11])=[N:8][CH:7]=[N:6]2.[F:20][C:21]1[CH:26]=[C:25](B2OC(C)(C)C(C)(C)O2)[C:24]([F:36])=[CH:23][C:22]=1[NH:37][C:38]([NH:40][C:41]1[CH:46]=[C:45]([C:47]([F:50])([F:49])[F:48])[CH:44]=[CH:43][C:42]=1[F:51])=[O:39].FC1C=CC(C(F)(F)F)=CC=1NC(NC1C=CC(B2OC(C)(C)C(C)(C)O2)=CC=1)=O. (3) Given the product [N:5]1[CH:6]=[CH:7][N:8]=[CH:9][C:4]=1[C:3]1[CH:12]=[C:11]([C:13]2[CH:14]=[N:15][CH:16]=[CH:17][CH:18]=2)[O:1][N:2]=1, predict the reactants needed to synthesize it. The reactants are: [OH:1][N:2]=[C:3](Cl)[C:4]1[CH:9]=[N:8][CH:7]=[CH:6][N:5]=1.[C:11]([C:13]1[CH:14]=[N:15][CH:16]=[CH:17][CH:18]=1)#[CH:12].N. (4) Given the product [Cl:1][C:2]1[CH:17]=[CH:16][C:5]([O:6][C@H:7]([CH3:15])[CH2:8][CH2:9][O:10][C:34]2[CH:33]=[CH:32][C:31]([CH2:30][C:29]([F:38])([F:39])[C:28]([OH:40])=[O:27])=[CH:36][CH:35]=2)=[C:4]([O:18][C:19]2[CH:24]=[CH:23][CH:22]=[CH:21][CH:20]=2)[CH:3]=1, predict the reactants needed to synthesize it. The reactants are: [Cl:1][C:2]1[CH:17]=[CH:16][C:5]([O:6][C@H:7]([CH3:15])[CH2:8][CH2:9][O:10]S(C)(=O)=O)=[C:4]([O:18][C:19]2[CH:24]=[CH:23][CH:22]=[CH:21][CH:20]=2)[CH:3]=1.C([O:27][C:28](=[O:40])[C:29]([F:39])([F:38])[CH2:30][C:31]1[CH:36]=[CH:35][C:34](O)=[CH:33][CH:32]=1)C. (5) Given the product [CH2:1]([N:3]([C:11]1([C:17]#[CH:18])[CH2:16][CH2:15][CH2:14][CH2:13][CH2:12]1)[CH2:4][CH2:5][OH:22])[CH3:2], predict the reactants needed to synthesize it. The reactants are: [CH2:1]([NH:3][CH:4](O)[CH3:5])[CH3:2].C(O[C:11]1([C:17]#[CH:18])[CH2:16][CH2:15][CH2:14][CH2:13][CH2:12]1)(=O)C.C1C[O:22]CC1. (6) Given the product [CH3:1][C:2]1[N:7]=[C:6]2[S:8][C:9]3[CH2:14][CH2:13][CH2:12][CH2:11][C:10]=3[C:5]2=[C:4]([C:15]2[C:16]([CH3:26])=[C:17]3[C:22](=[C:23]([F:25])[CH:24]=2)[O:21][CH2:20][CH2:19][CH2:18]3)[C:3]=1[CH:27]([O:32][C:33]([CH3:36])([CH3:35])[CH3:34])[C:28]([OH:30])=[O:29], predict the reactants needed to synthesize it. The reactants are: [CH3:1][C:2]1[N:7]=[C:6]2[S:8][C:9]3[CH2:14][CH2:13][CH2:12][CH2:11][C:10]=3[C:5]2=[C:4]([C:15]2[C:16]([CH3:26])=[C:17]3[C:22](=[C:23]([F:25])[CH:24]=2)[O:21][CH2:20][CH2:19][CH2:18]3)[C:3]=1[CH:27]([O:32][C:33]([CH3:36])([CH3:35])[CH3:34])[C:28]([O:30]C)=[O:29].[OH-].[Na+]. (7) Given the product [CH3:1][O:2][N:3]=[C:4]([CH2:7][C:8]1[C:13]([Cl:14])=[CH:12][C:11]([Cl:15])=[CH:10][C:9]=1[Cl:16])[CH2:5][F:23], predict the reactants needed to synthesize it. The reactants are: [CH3:1][O:2][N:3]=[C:4]([CH2:7][C:8]1[C:13]([Cl:14])=[CH:12][C:11]([Cl:15])=[CH:10][C:9]=1[Cl:16])[CH2:5]O.C(N(S(F)(F)[F:23])CC)C.